This data is from Reaction yield outcomes from USPTO patents with 853,638 reactions. The task is: Predict the reaction yield, written as a fraction of the theoretical maximum amount of product (1.0 means a 100% yield; for example, 0.34 means a 34% yield). (1) The reactants are [F:1][C:2]([F:7])([F:6])[C:3]([OH:5])=[O:4].[F:8][C:9]([F:14])([F:13])[C:10]([OH:12])=[O:11].FC(F)(F)C(O)=O.[Cl:22][C:23]1[CH:24]=[N:25][C:26]2[NH:27][C:28]3[CH:29]=[N:30][CH:31]=[C:32]([CH:53]=3)[CH2:33][CH2:34][C:35]3[CH:43]=[C:39]([NH:40][C:41]=1[N:42]=2)[CH:38]=[CH:37][C:36]=3[NH:44][C:45](=[O:52])[CH2:46][C@@H:47]1[CH2:51][CH2:50][NH:49][CH2:48]1.[C:54]1([N:60]=[C:61]=[O:62])[CH:59]=[CH:58][CH:57]=[CH:56][CH:55]=1. No catalyst specified. The product is [F:1][C:2]([F:7])([F:6])[C:3]([OH:5])=[O:4].[F:8][C:9]([F:14])([F:13])[C:10]([OH:12])=[O:11].[Cl:22][C:23]1[CH:24]=[N:25][C:26]2[NH:27][C:28]3[CH:29]=[N:30][CH:31]=[C:32]([CH:53]=3)[CH2:33][CH2:34][C:35]3[CH:43]=[C:39]([NH:40][C:41]=1[N:42]=2)[CH:38]=[CH:37][C:36]=3[NH:44][C:45](=[O:52])[CH2:46][C@@H:47]1[CH2:51][CH2:50][N:49]([C:61]([NH:60][C:54]2[CH:59]=[CH:58][CH:57]=[CH:56][CH:55]=2)=[O:62])[CH2:48]1. The yield is 0.990. (2) The reactants are [C:1](=[O:16])([O:14][CH3:15])[O:2][C:3]1[CH:8]=[CH:7][C:6]([F:9])=[CH:5][C:4]=1[C:10]([CH3:13])([CH3:12])[CH3:11].[N+:17]([O-:20])([OH:19])=[O:18]. The catalyst is OS(O)(=O)=O. The product is [C:1](=[O:16])([O:14][CH3:15])[O:2][C:3]1[CH:8]=[C:7]([N+:17]([O-:19])=[O:18])[C:6]([F:9])=[CH:5][C:4]=1[C:10]([CH3:11])([CH3:12])[CH3:13].[C:1](=[O:16])([O:14][CH3:15])[O:2][C:3]1[C:8]([N+:17]([O-:20])=[O:18])=[CH:7][C:6]([F:9])=[CH:5][C:4]=1[C:10]([CH3:11])([CH3:12])[CH3:13]. The yield is 0.550. (3) The reactants are [CH3:1][O:2][C:3]1[CH:4]=[C:5](B(O)O)[CH:6]=[CH:7][CH:8]=1.Br[C:13]1[S:17][C:16]([S:18]([N:21]2[CH:25]=[CH:24][CH:23]=[CH:22]2)(=[O:20])=[O:19])=[CH:15][CH:14]=1. No catalyst specified. The product is [CH3:1][O:2][C:3]1[CH:4]=[C:5]([C:13]2[S:17][C:16]([S:18]([N:21]3[CH:25]=[CH:24][CH:23]=[CH:22]3)(=[O:19])=[O:20])=[CH:15][CH:14]=2)[CH:6]=[CH:7][CH:8]=1. The yield is 0.930. (4) The reactants are [NH2:1][CH2:2][CH2:3][N:4]1[CH2:9][CH2:8][S:7](=[O:11])(=[O:10])[CH2:6][CH2:5]1.C(N(CC)CC)C.[N+:19]([C:22]1[CH:27]=[CH:26][CH:25]=[CH:24][C:23]=1[S:28](Cl)(=[O:30])=[O:29])([O-:21])=[O:20]. The catalyst is C(Cl)Cl. The product is [O:10]=[S:7]1(=[O:11])[CH2:8][CH2:9][N:4]([CH2:3][CH2:2][NH:1][S:28]([C:23]2[CH:24]=[CH:25][CH:26]=[CH:27][C:22]=2[N+:19]([O-:21])=[O:20])(=[O:29])=[O:30])[CH2:5][CH2:6]1. The yield is 0.850. (5) The reactants are B(F)(F)F.CCOCC.[OH:10][C:11]1[C:20]([CH3:21])=[C:19]2[C:14]([CH:15]=[C:16]([NH:23][C:24](=[O:33])[O:25][CH2:26][C:27]3[CH:32]=[CH:31][CH:30]=[CH:29][CH:28]=3)[C:17](=[O:22])[O:18]2)=[CH:13][C:12]=1[O:34][CH:35]([CH3:37])[CH3:36].ClC(Cl)(Cl)C(=N)O[C@H:42]1[C@@H:47]2[O:48][C:49](=[O:51])[O:50][C@@H:46]2[C@@H:45]([O:52][CH3:53])[C:44]([CH3:55])([CH3:54])[O:43]1.C(N(CC)CC)C. The catalyst is C(Cl)Cl. The product is [CH:35]([O:34][C:12]1[CH:13]=[C:14]2[C:19](=[C:20]([CH3:21])[C:11]=1[O:10][C@H:42]1[C@@H:47]3[O:48][C:49](=[O:51])[O:50][C@@H:46]3[C@@H:45]([O:52][CH3:53])[C:44]([CH3:55])([CH3:54])[O:43]1)[O:18][C:17](=[O:22])[C:16]([NH:23][C:24](=[O:33])[O:25][CH2:26][C:27]1[CH:32]=[CH:31][CH:30]=[CH:29][CH:28]=1)=[CH:15]2)([CH3:37])[CH3:36]. The yield is 0.950. (6) The reactants are [NH:1]1[CH2:5][CH2:4][C@@H:3]([OH:6])[CH2:2]1.[C:7](O[C:7]([O:9][C:10]([CH3:13])([CH3:12])[CH3:11])=[O:8])([O:9][C:10]([CH3:13])([CH3:12])[CH3:11])=[O:8].[OH-].[Na+]. The catalyst is O1CCCC1.O. The product is [C:7]([N:1]1[CH2:5][CH2:4][C@@H:3]([OH:6])[CH2:2]1)([O:9][C:10]([CH3:13])([CH3:12])[CH3:11])=[O:8]. The yield is 0.980. (7) The reactants are Br[C:2]1[N:6]=[CH:5][N:4]([C:7]2[CH:12]=[CH:11][C:10]([O:13][C:14]([F:17])([F:16])[F:15])=[CH:9][CH:8]=2)[N:3]=1.[CH3:18][C:19]1[CH:26]=[C:25](B2OC(C)(C)C(C)(C)O2)[CH:24]=[CH:23][C:20]=1[CH:21]=[O:22].C(=O)(O)[O-].[Na+].O1CCOCC1. The catalyst is C(OCC)(=O)C.[Pd].C1(P(C2C=CC=CC=2)C2C=CC=CC=2)C=CC=CC=1.C1(P(C2C=CC=CC=2)C2C=CC=CC=2)C=CC=CC=1.C1(P(C2C=CC=CC=2)C2C=CC=CC=2)C=CC=CC=1.C1(P(C2C=CC=CC=2)C2C=CC=CC=2)C=CC=CC=1.O. The product is [CH3:18][C:19]1[CH:26]=[C:25]([C:2]2[N:6]=[CH:5][N:4]([C:7]3[CH:12]=[CH:11][C:10]([O:13][C:14]([F:17])([F:16])[F:15])=[CH:9][CH:8]=3)[N:3]=2)[CH:24]=[CH:23][C:20]=1[CH:21]=[O:22]. The yield is 0.570. (8) The reactants are [C:1]1([S:7]([C:10]2[CH:16]=[CH:15][CH2:14][CH2:13][C@@H:12]([O:17][Si:18]([CH3:21])([CH3:20])[CH3:19])[CH:11]=2)(=[O:9])=[O:8])[CH:6]=[CH:5][CH:4]=[CH:3][CH:2]=1.[Li][CH3:23].[C:24]1([S:30][S:30][C:24]2[CH:29]=[CH:28][CH:27]=[CH:26][CH:25]=2)[CH:29]=[CH:28][CH:27]=[CH:26][CH:25]=1. The catalyst is C1COCC1. The product is [C:1]1([S:7]([CH:10]2[CH:16]=[C:15]([S:30][C:24]3[CH:29]=[CH:28][CH:27]=[CH:26][CH:25]=3)[CH2:14][CH2:13][C@@H:12]([O:17][Si:18]([CH3:21])([CH3:20])[CH3:19])[C@H:11]2[CH3:23])(=[O:9])=[O:8])[CH:2]=[CH:3][CH:4]=[CH:5][CH:6]=1. The yield is 0.910. (9) The product is [Br:11][C:6]1[CH:5]=[C:4]([CH:1]([CH3:3])[CH3:2])[CH:9]=[CH:8][C:7]=1[OH:10]. The reactants are [CH:1]([C:4]1[CH:9]=[CH:8][C:7]([OH:10])=[CH:6][CH:5]=1)([CH3:3])[CH3:2].[Br:11]N1C(=O)CCC1=O. No catalyst specified. The yield is 0.650.